Task: Predict the reaction yield, written as a fraction of the theoretical maximum amount of product (1.0 means a 100% yield; for example, 0.34 means a 34% yield).. Dataset: Reaction yield outcomes from USPTO patents with 853,638 reactions (1) The reactants are [Br:1][C:2]1[CH:3]=[C:4]([CH:7]=[CH:8][CH:9]=1)[CH:5]=[O:6].[PH:10](=[O:17])([O:14][CH2:15][CH3:16])[O:11][CH2:12][CH3:13]. No catalyst specified. The product is [Br:1][C:2]1[CH:3]=[C:4]([CH:5]([P:10](=[O:17])([O:14][CH2:15][CH3:16])[O:11][CH2:12][CH3:13])[OH:6])[CH:7]=[CH:8][CH:9]=1. The yield is 0.680. (2) The reactants are [CH3:1][N:2]1[CH:6]2[CH2:7][CH2:8][C:3]1([CH:9]=O)[CH2:4][CH2:5]2.[CH3:11][C:12]([S:15]([NH2:17])=[O:16])([CH3:14])[CH3:13]. The catalyst is O1CCCC1.C(O[Ti](OCC)(OCC)OCC)C. The product is [CH3:11][C:12]([S:15]([N:17]=[CH:9][C:3]12[N:2]([CH3:1])[CH:6]([CH2:7][CH2:8]1)[CH2:5][CH2:4]2)=[O:16])([CH3:14])[CH3:13]. The yield is 0.415. (3) The reactants are [N:1]1[C:10]2[C:5](=[CH:6][CH:7]=[CH:8][CH:9]=2)[C:4]([OH:11])=[CH:3][C:2]=1[OH:12].[Br:13][C:14]1[CH:15]=[C:16]([CH:19]=[C:20]([O:24][CH3:25])[C:21]=1[O:22][CH3:23])[CH:17]=O.[C:26](#[N:30])[CH2:27][C:28]#[N:29].C1N2CCN(CC2)C1. The catalyst is C(O)C.O. The product is [NH2:30][C:26]1[O:11][C:4]2[C:5]3[CH:6]=[CH:7][CH:8]=[CH:9][C:10]=3[N:1]=[C:2]([OH:12])[C:3]=2[CH:17]([C:16]2[CH:19]=[C:20]([O:24][CH3:25])[C:21]([O:22][CH3:23])=[C:14]([Br:13])[CH:15]=2)[C:27]=1[C:28]#[N:29]. The yield is 0.870. (4) The reactants are N([O-])=O.[Na+].C(O)(=O)C.N[C:10]1[CH:19]=[C:18]2[C:13]([CH:14]=[CH:15][C:16]([N+:20]([O-:22])=[O:21])=[CH:17]2)=[CH:12][CH:11]=1.[BrH:23]. The catalyst is S(=O)(=O)(O)O. The product is [Br:23][C:10]1[CH:11]=[CH:12][C:13]2[C:18](=[CH:17][C:16]([N+:20]([O-:22])=[O:21])=[CH:15][CH:14]=2)[CH:19]=1. The yield is 0.510. (5) The reactants are [Cl:1][C:2]1[CH:3]=[C:4]2[C:10]3([CH2:14][CH2:13][N:12]([C:15]([O:17][CH3:18])=[O:16])[CH2:11]3)[CH2:9][N:8]([C:19](=[O:28])[NH:20][C:21]3[S:22][C:23](SC)=[CH:24][N:25]=3)[C:5]2=[CH:6][CH:7]=1.Cl[C:30]1C=CC=C(C(OO)=O)C=1.[S:40]([O-:43])([O-])=[O:41].[Na+].[Na+]. The catalyst is C(Cl)Cl. The product is [Cl:1][C:2]1[CH:3]=[C:4]2[C:10]3([CH2:14][CH2:13][N:12]([C:15]([O:17][CH3:18])=[O:16])[CH2:11]3)[CH2:9][N:8]([C:19](=[O:28])[NH:20][C:21]3[S:22][C:23]([S:40]([CH3:30])(=[O:43])=[O:41])=[CH:24][N:25]=3)[C:5]2=[CH:6][CH:7]=1. The yield is 0.500. (6) The reactants are Cl.[Cl:2][C:3]1[CH:8]=[CH:7][N:6]=[C:5]([C:9]([O:11]C)=O)[CH:4]=1.[CH3:13][NH2:14]. The catalyst is CO.C1COCC1. The product is [Cl:2][C:3]1[CH:8]=[CH:7][N:6]=[C:5]([C:9]([NH:14][CH3:13])=[O:11])[CH:4]=1. The yield is 0.970. (7) The reactants are [CH2:1]([O:5][C:6]1[CH:7]=[C:8]([SH:12])[CH:9]=[CH:10][CH:11]=1)[CH2:2][CH2:3][CH3:4].[CH2:13]([O:15][C:16](=[O:28])[CH:17]([C:23](OCC)=[O:24])[C:18](OCC)=[O:19])[CH3:14].[Sn](Cl)(Cl)(Cl)Cl. The catalyst is C(OCC)(=O)C. The product is [CH2:13]([O:15][C:16]([C:17]1[C:18](=[O:19])[S:12][C:8]2[C:9]([C:23]=1[OH:24])=[CH:10][CH:11]=[C:6]([O:5][CH2:1][CH2:2][CH2:3][CH3:4])[CH:7]=2)=[O:28])[CH3:14]. The yield is 0.0700. (8) The yield is 0.930. The product is [C:1]([O:4][C@H:5]1[CH2:22][CH2:21][C@@:20]2([CH3:23])[C@@H:7]([CH2:8][CH2:9][C@:10]3([CH3:42])[C@@H:19]2[CH2:18][CH2:17][C@H:16]2[C@@:11]3([CH3:41])[CH2:12][CH2:13][C@@:14]3([C:31]([OH:33])=[O:32])[CH2:26][CH2:25][C@@H:24]([C:27]4([CH3:30])[CH2:28][CH2:29]4)[C@@H:15]32)[C:6]1([CH3:44])[CH3:43])(=[O:3])[CH3:2]. The catalyst is C(OCC)(=O)C.C(O)C.CCCCCC.[Pd]. The reactants are [C:1]([O:4][C@H:5]1[CH2:22][CH2:21][C@@:20]2([CH3:23])[C@@H:7]([CH2:8][CH2:9][C@:10]3([CH3:42])[C@@H:19]2[CH2:18][CH2:17][C@H:16]2[C@@:11]3([CH3:41])[CH2:12][CH2:13][C@@:14]3([C:31]([O:33]CC4C=CC=CC=4)=[O:32])[CH2:26][CH2:25][C@@H:24]([C:27]4([CH3:30])[CH2:29][CH2:28]4)[C@@H:15]32)[C:6]1([CH3:44])[CH3:43])(=[O:3])[CH3:2]. (9) The reactants are [Cl:1][C:2]1[N:6]([CH3:7])[N:5]=[C:4]([CH3:8])[C:3]=1[C:9]([OH:11])=O.C1(P(C2C=CC=CC=2)C2C=CC=CC=2)C=CC=CC=1.ClN1C(=O)CCC1=O.[CH:39]1([CH2:42][N:43]2[C:51]3[N:50]=[C:49]([CH2:52][C:53]4[CH:58]=[CH:57][C:56]([NH:59][CH3:60])=[CH:55][CH:54]=4)[NH:48][C:47]=3[C:46](=[O:61])[N:45]([CH2:62][C:63]3[CH:68]=[CH:67][CH:66]=[CH:65][C:64]=3[F:69])[C:44]2=[O:70])[CH2:41][CH2:40]1.C(N(CC)CC)C. The catalyst is ClCCl. The product is [CH:39]1([CH2:42][N:43]2[C:51]3[N:50]=[C:49]([CH2:52][C:53]4[CH:54]=[CH:55][C:56]([N:59]([CH3:60])[C:9]([C:3]5[C:4]([CH3:8])=[N:5][N:6]([CH3:7])[C:2]=5[Cl:1])=[O:11])=[CH:57][CH:58]=4)[NH:48][C:47]=3[C:46](=[O:61])[N:45]([CH2:62][C:63]3[CH:68]=[CH:67][CH:66]=[CH:65][C:64]=3[F:69])[C:44]2=[O:70])[CH2:41][CH2:40]1. The yield is 0.480.